Dataset: Peptide-MHC class I binding affinity with 185,985 pairs from IEDB/IMGT. Task: Regression. Given a peptide amino acid sequence and an MHC pseudo amino acid sequence, predict their binding affinity value. This is MHC class I binding data. The binding affinity (normalized) is 0.364. The peptide sequence is RRCLKPVIL. The MHC is HLA-B48:01 with pseudo-sequence HLA-B48:01.